From a dataset of Catalyst prediction with 721,799 reactions and 888 catalyst types from USPTO. Predict which catalyst facilitates the given reaction. (1) Reactant: B(F)(F)F.CCOCC.N[C:11]1[CH:12]=[C:13]([C:18]2[CH:27]=[C:26]3[C:21]([CH:22]=[C:23]([NH:28][C:29]([CH:31]4[CH2:33][CH2:32]4)=[O:30])[N:24]=[CH:25]3)=[CH:20][CH:19]=2)[C:14]([CH3:17])=[N:15][CH:16]=1.COCCOC.N(OC(C)(C)C)=O.[C:47]([O:50]C(=O)C)(=[O:49])[CH3:48]. Product: [C:47]([O:50][C:11]1[CH:16]=[N:15][C:14]([CH3:17])=[C:13]([C:18]2[CH:27]=[C:26]3[C:21]([CH:22]=[C:23]([NH:28][C:29]([CH:31]4[CH2:33][CH2:32]4)=[O:30])[N:24]=[CH:25]3)=[CH:20][CH:19]=2)[CH:12]=1)(=[O:49])[CH3:48]. The catalyst class is: 605. (2) The catalyst class is: 1. Reactant: [F:1][C:2]([F:21])([F:20])[C:3]1[CH:8]=[CH:7][C:6]([C:9]2[CH:10]=[C:11]3[C:16](=[CH:17][CH:18]=2)[CH2:15][C:14](=[O:19])[CH2:13][CH2:12]3)=[CH:5][CH:4]=1.[BH4-].[Na+].Cl.C(OCC)(=O)C. Product: [F:1][C:2]([F:20])([F:21])[C:3]1[CH:4]=[CH:5][C:6]([C:9]2[CH:10]=[C:11]3[C:16](=[CH:17][CH:18]=2)[CH2:15][CH:14]([OH:19])[CH2:13][CH2:12]3)=[CH:7][CH:8]=1. (3) Product: [CH:15](=[N:1][CH2:2][CH2:3][CH2:4][Si:5]([O:12][CH2:13][CH3:14])([O:6][CH2:7][CH3:8])[O:9][CH2:10][CH3:11])[C:16]1[CH:21]=[CH:20][CH:19]=[CH:18][CH:17]=1. The catalyst class is: 11. Reactant: [NH2:1][CH2:2][CH2:3][CH2:4][Si:5]([O:12][CH2:13][CH3:14])([O:9][CH2:10][CH3:11])[O:6][CH2:7][CH3:8].[CH:15](=O)[C:16]1[CH:21]=[CH:20][CH:19]=[CH:18][CH:17]=1.